Dataset: Reaction yield outcomes from USPTO patents with 853,638 reactions. Task: Predict the reaction yield, written as a fraction of the theoretical maximum amount of product (1.0 means a 100% yield; for example, 0.34 means a 34% yield). (1) The catalyst is O1CCOCC1.O.C1C=CC([P]([Pd]([P](C2C=CC=CC=2)(C2C=CC=CC=2)C2C=CC=CC=2)([P](C2C=CC=CC=2)(C2C=CC=CC=2)C2C=CC=CC=2)[P](C2C=CC=CC=2)(C2C=CC=CC=2)C2C=CC=CC=2)(C2C=CC=CC=2)C2C=CC=CC=2)=CC=1. The reactants are Br[C:2]1[CH:3]=[C:4]([C:7]([O:9][CH3:10])=[O:8])[S:5][CH:6]=1.C([O-])([O-])=O.[K+].[K+].[CH2:17]([N:19]1[C:23](B2OC(C)(C)C(C)(C)O2)=[CH:22][CH:21]=[N:20]1)[CH3:18]. The yield is 0.660. The product is [CH2:17]([N:19]1[C:23]([C:2]2[CH:3]=[C:4]([C:7]([O:9][CH3:10])=[O:8])[S:5][CH:6]=2)=[CH:22][CH:21]=[N:20]1)[CH3:18]. (2) The reactants are [F:1][C:2]1[CH:7]=[CH:6][C:5]([C:8]2[C:9]3[CH:21]=[CH:20][C:19](=[O:22])[N:18]([C:23]4[CH:28]=[CH:27][CH:26]=[CH:25][C:24]=4[CH3:29])[C:10]=3[N:11]=[C:12](S(C)(=O)=O)[N:13]=2)=[C:4]([CH3:30])[CH:3]=1.[CH2:31]([NH2:33])[CH3:32]. No catalyst specified. The product is [CH2:31]([NH:33][C:12]1[N:13]=[C:8]([C:5]2[CH:6]=[CH:7][C:2]([F:1])=[CH:3][C:4]=2[CH3:30])[C:9]2[CH:21]=[CH:20][C:19](=[O:22])[N:18]([C:23]3[CH:28]=[CH:27][CH:26]=[CH:25][C:24]=3[CH3:29])[C:10]=2[N:11]=1)[CH3:32]. The yield is 0.820.